Predict the reaction yield, written as a fraction of the theoretical maximum amount of product (1.0 means a 100% yield; for example, 0.34 means a 34% yield). From a dataset of Reaction yield outcomes from USPTO patents with 853,638 reactions. (1) The reactants are S(O)(O)(=O)=O.[CH:6]1[C:22]2[CH2:21][C@H:20]3[N:23]([CH2:25][CH2:26][C@@:12]45[C@H:19]3[CH:18]=[CH:17][C@H:15]([OH:16])[C@@H:13]4[O:14][C:10]([C:11]=25)=[C:8]([OH:9])[CH:7]=1)[CH3:24].C([O-])([O-])=O.[K+].[K+].C(Cl)Cl.Cl. The catalyst is O. The product is [CH:6]1[C:22]2[CH2:21][C@H:20]3[N:23]([CH2:25][CH2:26][C@@:12]45[C@H:19]3[CH:18]=[CH:17][C@H:15]([OH:16])[C@@H:13]4[O:14][C:10]([C:11]=25)=[C:8]([OH:9])[CH:7]=1)[CH3:24]. The yield is 0.560. (2) The reactants are [CH2:1]([C:4]1([S:7]([NH:10][C:11]2C(OC)=C[C:14]([F:19])=[C:13]([F:20])[C:12]=2[NH:21][C:22]2[CH:27]=[CH:26][C:25]([I:28])=[CH:24][C:23]=2[F:29])(=[O:9])=[O:8])[CH2:6][CH2:5]1)C=C.C[N+]1([O-])[CH2:36][CH2:35][O:34]CC1.[C:38]([O:41][CH2:42][CH3:43])(=O)C.C1C[O:47]CC1. The catalyst is O.[Os](=O)(=O)(=O)=O. The product is [F:20][C:13]1[C:12]([NH:21][C:22]2[CH:27]=[CH:26][C:25]([I:28])=[CH:24][C:23]=2[F:29])=[C:11]([NH:10][S:7]([C:4]2([CH2:1][CH:36]([OH:47])[CH2:35][OH:34])[CH2:5][CH2:6]2)(=[O:8])=[O:9])[C:42]([O:41][CH3:38])=[CH:43][C:14]=1[F:19]. The yield is 0.780. (3) The reactants are Br[C:2]1[S:6][C:5]([S:7]([NH:10][C@H:11]([CH2:15][C:16]2[C:24]3[C:19](=[CH:20][CH:21]=[CH:22][CH:23]=3)[NH:18][CH:17]=2)[C:12]([OH:14])=[O:13])(=[O:9])=[O:8])=[CH:4][CH:3]=1.[C:25]([Si:27]([CH3:30])([CH3:29])[CH3:28])#[CH:26].C(N(CC)CC)C. The catalyst is CN(C=O)C.C(OCC)(=O)C.[Cu]I. The product is [NH:18]1[C:19]2[C:24](=[CH:23][CH:22]=[CH:21][CH:20]=2)[C:16]([CH2:15][C@@H:11]([NH:10][S:7]([C:5]2[S:6][C:2]([C:26]#[C:25][Si:27]([CH3:30])([CH3:29])[CH3:28])=[CH:3][CH:4]=2)(=[O:9])=[O:8])[C:12]([OH:14])=[O:13])=[CH:17]1. The yield is 0.710.